From a dataset of Reaction yield outcomes from USPTO patents with 853,638 reactions. Predict the reaction yield, written as a fraction of the theoretical maximum amount of product (1.0 means a 100% yield; for example, 0.34 means a 34% yield). (1) The reactants are [CH2:1]([S:8][C:9]1[C:10]2[CH:17]=[CH:16][N:15]([C@H:18]3[C@H:34]([OH:35])[C@@H:21]4[O:22][CH:23]([C:26]5[CH:31]=[CH:30][C:29]([O:32][CH3:33])=[CH:28][CH:27]=5)[O:24][CH2:25][C@@H:20]4[CH2:19]3)[C:11]=2[N:12]=[CH:13][N:14]=1)[C:2]1[CH:7]=[CH:6][CH:5]=[CH:4][CH:3]=1.[CH:36]1[CH:41]=[CH:40][C:39]([O:42][C:43](Cl)=[S:44])=[CH:38][CH:37]=1. The catalyst is C(Cl)Cl.CN(C)C1C=CN=CC=1. The product is [C:43](=[S:44])([O:42][C:39]1[CH:40]=[CH:41][CH:36]=[CH:37][CH:38]=1)[O:35][C@@H:34]1[C@@H:21]2[O:22][CH:23]([C:26]3[CH:27]=[CH:28][C:29]([O:32][CH3:33])=[CH:30][CH:31]=3)[O:24][CH2:25][C@@H:20]2[CH2:19][C@H:18]1[N:15]1[C:11]2[N:12]=[CH:13][N:14]=[C:9]([S:8][CH2:1][C:2]3[CH:7]=[CH:6][CH:5]=[CH:4][CH:3]=3)[C:10]=2[CH:17]=[CH:16]1. The yield is 0.970. (2) The reactants are [Br:1][C:2]1[CH:3]=[C:4]([C@@H:8]2[C@@H:12]([C:13]([OH:15])=[O:14])[O:11][C:10](=[O:16])[NH:9]2)[CH:5]=[CH:6][CH:7]=1.CO.[CH3:19][Si](C=[N+]=[N-])(C)C. The catalyst is O1CCCC1. The product is [Br:1][C:2]1[CH:3]=[C:4]([C@@H:8]2[C@@H:12]([C:13]([O:15][CH3:19])=[O:14])[O:11][C:10](=[O:16])[NH:9]2)[CH:5]=[CH:6][CH:7]=1. The yield is 0.820.